This data is from Reaction yield outcomes from USPTO patents with 853,638 reactions. The task is: Predict the reaction yield, written as a fraction of the theoretical maximum amount of product (1.0 means a 100% yield; for example, 0.34 means a 34% yield). (1) The reactants are [N+:1]([C:4]1[C:5](O)=[N:6][C:7]([C:10]2[CH:15]=[CH:14][CH:13]=[CH:12][N:11]=2)=[N:8][CH:9]=1)([O-:3])=[O:2].O=P(Cl)(Cl)[Cl:19]. No catalyst specified. The product is [Cl:19][C:5]1[C:4]([N+:1]([O-:3])=[O:2])=[CH:9][N:8]=[C:7]([C:10]2[CH:15]=[CH:14][CH:13]=[CH:12][N:11]=2)[N:6]=1. The yield is 0.800. (2) The reactants are [Cl:1][C:2]1[CH:3]=[C:4]([NH:9][C:10]([N:12]2[CH2:17][CH2:16][N:15]([CH2:18][C@@H:19]3[CH2:24][CH2:23][CH2:22][NH:21][CH2:20]3)[CH2:14][CH2:13]2)=[O:11])[CH:5]=[CH:6][C:7]=1[Cl:8].[CH3:25][O:26][CH2:27][CH2:28][O:29][C:30]1[CH:37]=[CH:36][C:33]([CH:34]=O)=[CH:32][N:31]=1.C(O[BH-](OC(=O)C)OC(=O)C)(=O)C.[Na+]. The catalyst is ClCCl. The product is [Cl:1][C:2]1[CH:3]=[C:4]([NH:9][C:10]([N:12]2[CH2:17][CH2:16][N:15]([CH2:18][C@@H:19]3[CH2:24][CH2:23][CH2:22][N:21]([CH2:34][C:33]4[CH:32]=[N:31][C:30]([O:29][CH2:28][CH2:27][O:26][CH3:25])=[CH:37][CH:36]=4)[CH2:20]3)[CH2:14][CH2:13]2)=[O:11])[CH:5]=[CH:6][C:7]=1[Cl:8]. The yield is 0.270. (3) The reactants are [CH3:1][S:2](Cl)(=[O:4])=[O:3].[CH:6]([C@@H:19]1[O:24][CH2:23][C@@H:22]([OH:25])[CH2:21][CH2:20]1)([C:13]1[CH:18]=[CH:17][CH:16]=[CH:15][CH:14]=1)[C:7]1[CH:12]=[CH:11][CH:10]=[CH:9][CH:8]=1.C(N(CC)CC)C. The catalyst is C(Cl)Cl. The product is [CH:6]([C@@H:19]1[O:24][CH2:23][C@@H:22]([O:25][S:2]([CH3:1])(=[O:4])=[O:3])[CH2:21][CH2:20]1)([C:13]1[CH:18]=[CH:17][CH:16]=[CH:15][CH:14]=1)[C:7]1[CH:8]=[CH:9][CH:10]=[CH:11][CH:12]=1. The yield is 0.778.